Dataset: Full USPTO retrosynthesis dataset with 1.9M reactions from patents (1976-2016). Task: Predict the reactants needed to synthesize the given product. (1) Given the product [C:22]([O:21][C:19]([N:11]([C:3]1[C:4]([CH3:10])=[CH:5][C:6]([C:8]#[N:9])=[CH:7][C:2]=1[NH:1][C:33]([O:35][CH2:36][CH2:37][CH2:38][CH2:39][CH2:40][CH2:41][CH3:42])=[O:34])[C:12](=[O:13])[O:14][C:15]([CH3:18])([CH3:16])[CH3:17])=[O:20])([CH3:25])([CH3:24])[CH3:23], predict the reactants needed to synthesize it. The reactants are: [NH2:1][C:2]1[CH:7]=[C:6]([C:8]#[N:9])[CH:5]=[C:4]([CH3:10])[C:3]=1[N:11]([C:19]([O:21][C:22]([CH3:25])([CH3:24])[CH3:23])=[O:20])[C:12]([O:14][C:15]([CH3:18])([CH3:17])[CH3:16])=[O:13].N1C=CC=CC=1.Cl[C:33]([O:35][CH2:36][CH2:37][CH2:38][CH2:39][CH2:40][CH2:41][CH3:42])=[O:34]. (2) Given the product [C:29]([O:33][C:34]([N:36]([C:63]([O:65][C:66]([CH3:68])([CH3:67])[CH3:69])=[O:64])[C:37]1[C:46]2[C:41](=[CH:42][C:43]([NH:47][CH:48]([C:52]3[CH:57]=[C:56]([CH3:58])[C:55]([CH2:59][CH2:60][OH:61])=[C:54]([CH3:62])[CH:53]=3)[C:49]([N:77]([CH2:78][C:79]([O:81][C:82]([CH3:85])([CH3:84])[CH3:83])=[O:80])[CH2:76][C:75]3[CH:86]=[CH:87][CH:88]=[C:73]([N+:70]([O-:72])=[O:71])[CH:74]=3)=[O:51])=[CH:44][CH:45]=2)[CH:40]=[CH:39][N:38]=1)=[O:35])([CH3:31])([CH3:32])[CH3:30], predict the reactants needed to synthesize it. The reactants are: CCN=C=NCCCN(C)C.C1C=NC2N(O)N=NC=2C=1.C(N(CC)CC)C.[C:29]([O:33][C:34]([N:36]([C:63]([O:65][C:66]([CH3:69])([CH3:68])[CH3:67])=[O:64])[C:37]1[C:46]2[C:41](=[CH:42][C:43]([NH:47][CH:48]([C:52]3[CH:57]=[C:56]([CH3:58])[C:55]([CH2:59][CH2:60][OH:61])=[C:54]([CH3:62])[CH:53]=3)[C:49]([OH:51])=O)=[CH:44][CH:45]=2)[CH:40]=[CH:39][N:38]=1)=[O:35])([CH3:32])([CH3:31])[CH3:30].[N+:70]([C:73]1[CH:74]=[C:75]([CH:86]=[CH:87][CH:88]=1)[CH2:76][NH:77][CH2:78][C:79]([O:81][C:82]([CH3:85])([CH3:84])[CH3:83])=[O:80])([O-:72])=[O:71].